This data is from Full USPTO retrosynthesis dataset with 1.9M reactions from patents (1976-2016). The task is: Predict the reactants needed to synthesize the given product. (1) Given the product [Br:1][C:2]1[N:7]=[C:6]([NH:8][CH2:12][C:13]2[CH:18]=[CH:17][C:16]([C:19]3[CH:24]=[CH:23][CH:22]=[CH:21][CH:20]=3)=[CH:15][C:14]=2[Cl:25])[C:5]([N+:26]([O-:28])=[O:27])=[CH:4][CH:3]=1, predict the reactants needed to synthesize it. The reactants are: [Br:1][C:2]1[N:7]=[C:6]([N:8]([CH2:12][C:13]2[CH:18]=[CH:17][C:16]([C:19]3[CH:24]=[CH:23][CH:22]=[CH:21][CH:20]=3)=[CH:15][C:14]=2[Cl:25])C(=O)C)[C:5]([N+:26]([O-:28])=[O:27])=[CH:4][CH:3]=1.[OH-].[Na+].Cl.O. (2) The reactants are: [Cl:1][C:2]1[CH:26]=[CH:25][CH:24]=[CH:23][C:3]=1[CH2:4][NH:5][C:6]([C:8]1([CH2:21][OH:22])[CH2:13][CH2:12][N:11](C(OC(C)(C)C)=O)[CH2:10][CH2:9]1)=[O:7].[CH2:27]([C:29]1[CH:34]=[CH:33][C:32]([N:35]=[C:36]=[O:37])=[CH:31][CH:30]=1)[CH3:28].Cl.O1CCOCC1. Given the product [ClH:1].[CH2:27]([C:29]1[CH:34]=[CH:33][C:32]([NH:35][C:36](=[O:37])[O:22][CH2:21][C:8]2([C:6](=[O:7])[NH:5][CH2:4][C:3]3[CH:23]=[CH:24][CH:25]=[CH:26][C:2]=3[Cl:1])[CH2:9][CH2:10][NH:11][CH2:12][CH2:13]2)=[CH:31][CH:30]=1)[CH3:28], predict the reactants needed to synthesize it.